This data is from Peptide-MHC class II binding affinity with 134,281 pairs from IEDB. The task is: Regression. Given a peptide amino acid sequence and an MHC pseudo amino acid sequence, predict their binding affinity value. This is MHC class II binding data. (1) The peptide sequence is LLTSGMVIFFMSPKGK. The MHC is HLA-DQA10102-DQB10501 with pseudo-sequence HLA-DQA10102-DQB10501. The binding affinity (normalized) is 0.797. (2) The MHC is DRB1_0404 with pseudo-sequence DRB1_0404. The binding affinity (normalized) is 0.627. The peptide sequence is YDKDLANVSTVLTGK. (3) The peptide sequence is FDHDILPDKFYEEFC. The MHC is DRB1_0802 with pseudo-sequence DRB1_0802. The binding affinity (normalized) is 0.0278. (4) The peptide sequence is EKKPFAATQFEPLAA. The MHC is DRB1_1602 with pseudo-sequence DRB1_1602. The binding affinity (normalized) is 0.399. (5) The peptide sequence is SLIYRRRLMKQDFSV. The MHC is DRB1_1101 with pseudo-sequence DRB1_1101. The binding affinity (normalized) is 0.445. (6) The peptide sequence is EGTNIYNNNEAFKVE. The MHC is DRB1_1201 with pseudo-sequence DRB1_1201. The binding affinity (normalized) is 0.406. (7) The MHC is DRB1_0901 with pseudo-sequence DRB1_0901. The binding affinity (normalized) is 0.435. The peptide sequence is DVEMTKEASREYEDK.